Dataset: hERG potassium channel inhibition data for cardiac toxicity prediction from Karim et al.. Task: Regression/Classification. Given a drug SMILES string, predict its toxicity properties. Task type varies by dataset: regression for continuous values (e.g., LD50, hERG inhibition percentage) or binary classification for toxic/non-toxic outcomes (e.g., AMES mutagenicity, cardiotoxicity, hepatotoxicity). Dataset: herg_karim. (1) The compound is CN[C@@H](C)C(=O)N[C@@H]1C(=O)N(Cc2c(C)ccc3ccccc23)c2ccc(C#N)cc2N(C(C)=O)[C@H]1C.Cl. The result is 0 (non-blocker). (2) The compound is Fc1cccc(C(Cc2ccccc2OC(F)(F)F)N2CCNCC2)c1. The result is 1 (blocker). (3) The drug is O=C1[C@H](Cc2ccc(O)cc2)N2C(=O)CCN(C(=O)NCc3ccccc3)[C@H]2CN1Cc1cccc2ccccc12. The result is 0 (non-blocker).